Task: Predict the reaction yield, written as a fraction of the theoretical maximum amount of product (1.0 means a 100% yield; for example, 0.34 means a 34% yield).. Dataset: Reaction yield outcomes from USPTO patents with 853,638 reactions The reactants are F.F.F.C(N(CC)CC)C.C(N(CC)CC)C.[Si]([O:35][CH2:36][C@H:37]1[O:41][C@@H:40]([N:42]2[CH:49]=[C:48]([CH3:50])[C:46](=[O:47])[NH:45][C:43]2=[O:44])[C@H:39]([O:51][CH2:52][CH2:53][O:54][N:55]([CH3:57])[CH3:56])[C@@H:38]1[OH:58])(C(C)(C)C)(C1C=CC=CC=1)C1C=CC=CC=1.CO. The catalyst is C1COCC1.C(Cl)Cl. The product is [CH3:56][N:55]([CH3:57])[O:54][CH2:53][CH2:52][O:51][C@@H:39]1[C@H:38]([OH:58])[C@@H:37]([CH2:36][OH:35])[O:41][C@H:40]1[N:42]1[CH:49]=[C:48]([CH3:50])[C:46](=[O:47])[NH:45][C:43]1=[O:44]. The yield is 0.925.